From a dataset of Retrosynthesis with 50K atom-mapped reactions and 10 reaction types from USPTO. Predict the reactants needed to synthesize the given product. (1) Given the product CC(C)(C)OC(=O)N1CCC(c2ccoc2CO)CC1, predict the reactants needed to synthesize it. The reactants are: COC(=O)c1occc1C1CCN(C(=O)OC(C)(C)C)CC1. (2) Given the product CC(Oc1ccnc2ccccc12)C(=O)Nc1ccc(Cl)cc1, predict the reactants needed to synthesize it. The reactants are: CC(Br)C(=O)Nc1ccc(Cl)cc1.Oc1ccnc2ccccc12. (3) Given the product COCCOc1cc(Br)ccc1OC, predict the reactants needed to synthesize it. The reactants are: COCCBr.COc1ccc(Br)cc1O. (4) Given the product COc1cc(N)ccc1S(=O)(=O)NCCCCCC(=O)O, predict the reactants needed to synthesize it. The reactants are: COc1cc([N+](=O)[O-])ccc1S(=O)(=O)NCCCCCC(=O)O. (5) Given the product CS(=O)c1ccc([C@H]2OC(c3ccccc3)=N[C@@H]2CO)cc1, predict the reactants needed to synthesize it. The reactants are: CSc1ccc([C@H]2OC(c3ccccc3)=N[C@@H]2CO)cc1.O=C(OO)c1cccc(Cl)c1. (6) Given the product O=C(O)C(CCn1nnc2ccccc2c1=O)C(O)CCc1ccc(-c2ccccc2)cc1, predict the reactants needed to synthesize it. The reactants are: CC(C)(C)OC(=O)C(CCn1nnc2ccccc2c1=O)C(O)CCc1ccc(-c2ccccc2)cc1. (7) Given the product CCOC(=O)c1cc(F)cc(Sc2c(C)n(-c3cnn(C(C)C)c3)c3c(F)c(Cl)ccc23)c1, predict the reactants needed to synthesize it. The reactants are: CC(C)n1cc(Br)cn1.CCOC(=O)c1cc(F)cc(Sc2c(C)[nH]c3c(F)c(Cl)ccc23)c1. (8) Given the product CCN(CC)Cc1ccc(-c2nc(C)c(COc3ccc([C@H](CC(=O)N4C(=O)OC[C@@H]4Cc4ccccc4)c4ccon4)cc3)s2)cc1, predict the reactants needed to synthesize it. The reactants are: CCNCC.Cc1nc(-c2ccc(C=O)cc2)sc1COc1ccc([C@H](CC(=O)N2C(=O)OC[C@@H]2Cc2ccccc2)c2ccon2)cc1. (9) Given the product CC1CCN(C(=O)OC(C)(C)C)CC1CO, predict the reactants needed to synthesize it. The reactants are: CCOC(=O)C1CN(C(=O)OC(C)(C)C)CCC1C.